Task: Predict the reactants needed to synthesize the given product.. Dataset: Full USPTO retrosynthesis dataset with 1.9M reactions from patents (1976-2016) Given the product [O:18]=[C:14]1[N:15]([C:2]2[CH:12]=[CH:11][C:5]([C:6]([O:8][CH2:9][CH3:10])=[O:7])=[CH:4][CH:3]=2)[CH2:16][CH2:17][O:13]1, predict the reactants needed to synthesize it. The reactants are: I[C:2]1[CH:12]=[CH:11][C:5]([C:6]([O:8][CH2:9][CH3:10])=[O:7])=[CH:4][CH:3]=1.[O:13]1[CH2:17][CH2:16][NH:15][C:14]1=[O:18].C(=O)([O-])[O-].[K+].[K+].CNCCNC.